This data is from Full USPTO retrosynthesis dataset with 1.9M reactions from patents (1976-2016). The task is: Predict the reactants needed to synthesize the given product. Given the product [NH2:7][C:8]([CH3:24])([CH3:23])[CH:9]([C:10]1([C:16]2[CH:21]=[CH:20][CH:19]=[CH:18][CH:17]=2)[S:11][CH2:12][CH2:13][CH2:14][S:15]1)[OH:22], predict the reactants needed to synthesize it. The reactants are: C(OC(=O)[NH:7][C:8]([CH3:24])([CH3:23])[CH:9]([OH:22])[C:10]1([C:16]2[CH:21]=[CH:20][CH:19]=[CH:18][CH:17]=2)[S:15][CH2:14][CH2:13][CH2:12][S:11]1)(C)(C)C.Cl.